This data is from Full USPTO retrosynthesis dataset with 1.9M reactions from patents (1976-2016). The task is: Predict the reactants needed to synthesize the given product. Given the product [Cl:1][C:2]1[C:7]([Cl:8])=[C:6]([S:9](=[O:19])(=[O:18])[NH:10][C@@H:11]([CH2:16][CH3:17])[C:12]([F:13])([F:14])[F:15])[CH:5]=[CH:4][C:3]=1[C:20]1[S:24][C:23]([C:25]2[N:29]=[C:28]([CH2:30][C:31]([CH3:37])([CH3:36])[C:32]([OH:34])=[O:33])[O:27][N:26]=2)=[N:22][C:21]=1[C:38]([N:40]1[CH2:45][CH2:44][CH2:43][CH2:42][C@@H:41]1[CH3:46])=[O:39], predict the reactants needed to synthesize it. The reactants are: [Cl:1][C:2]1[C:7]([Cl:8])=[C:6]([S:9](=[O:19])(=[O:18])[NH:10][C@@H:11]([CH2:16][CH3:17])[C:12]([F:15])([F:14])[F:13])[CH:5]=[CH:4][C:3]=1[C:20]1[S:24][C:23]([C:25]2[N:29]=[C:28]([CH2:30][C:31]([CH3:37])([CH3:36])[C:32]([O:34]C)=[O:33])[O:27][N:26]=2)=[N:22][C:21]=1[C:38]([N:40]1[CH2:45][CH2:44][CH2:43][CH2:42][C@@H:41]1[CH3:46])=[O:39].O[Li].O.CO.